Dataset: Forward reaction prediction with 1.9M reactions from USPTO patents (1976-2016). Task: Predict the product of the given reaction. (1) Given the reactants [CH3:1][C:2]([NH:45]C(=O)OC(C)(C)C)([CH2:36][O:37][Si](C)(C)C(C)(C)C)[C:3](=[O:35])[NH:4][C@@H:5]([C:15]([N:17]1[CH2:34][CH2:33][CH2:32][C:19]2([C:23](=[O:24])[N:22]([CH3:25])[CH2:21][CH:20]2[C:26]2[CH:31]=[CH:30][CH:29]=[CH:28][CH:27]=2)[CH2:18]1)=[O:16])[CH2:6][O:7][CH2:8][C:9]1[CH:14]=[CH:13][CH:12]=[CH:11][CH:10]=1.CCOCC.O, predict the reaction product. The product is: [NH2:45][C@@:2]([CH3:1])([CH2:36][OH:37])[C:3]([NH:4][C@H:5]([CH2:6][O:7][CH2:8][C:9]1[CH:10]=[CH:11][CH:12]=[CH:13][CH:14]=1)[C:15]([N:17]1[CH2:34][CH2:33][CH2:32][C:19]2([C:23](=[O:24])[N:22]([CH3:25])[CH2:21][CH:20]2[C:26]2[CH:31]=[CH:30][CH:29]=[CH:28][CH:27]=2)[CH2:18]1)=[O:16])=[O:35]. (2) Given the reactants C([O:3][P:4]([CH2:9][CH2:10][N:11]1[CH2:16][CH2:15][N:14]([CH2:17][C:18]2[CH:23]=[CH:22][C:21]([C:24](=[O:46])[NH:25][C:26]3[CH:31]=[CH:30][C:29]([CH3:32])=[C:28]([NH:33][C:34]4[N:39]=[C:38]([C:40]5[CH:41]=[N:42][CH:43]=[CH:44][CH:45]=5)[CH:37]=[CH:36][N:35]=4)[CH:27]=3)=[CH:20][CH:19]=2)[CH2:13][CH2:12]1)(=[O:8])[O:5]CC)C.C[Si](Br)(C)C, predict the reaction product. The product is: [CH3:32][C:29]1[CH:30]=[CH:31][C:26]([NH:25][C:24]([C:21]2[CH:20]=[CH:19][C:18]([CH2:17][N:14]3[CH2:13][CH2:12][N:11]([CH2:10][CH2:9][P:4](=[O:3])([OH:5])[OH:8])[CH2:16][CH2:15]3)=[CH:23][CH:22]=2)=[O:46])=[CH:27][C:28]=1[NH:33][C:34]1[N:39]=[C:38]([C:40]2[CH:41]=[N:42][CH:43]=[CH:44][CH:45]=2)[CH:37]=[CH:36][N:35]=1. (3) The product is: [CH3:1][C:2]1[CH:7]=[C:6]([N:8]2[CH2:12][CH2:11][CH:10]([N:13]3[CH2:17][CH2:16][CH2:15][CH:14]3[CH3:18])[CH2:9]2)[CH:5]=[CH:4][C:3]=1[NH:19][C:33]([C:30]1[NH:31][CH:32]=[C:28]([C:20](=[O:27])[C:21]2[CH:22]=[CH:23][CH:24]=[CH:25][CH:26]=2)[CH:29]=1)=[O:34]. Given the reactants [CH3:1][C:2]1[CH:7]=[C:6]([N:8]2[CH2:12][CH2:11][CH:10]([N:13]3[CH2:17][CH2:16][CH2:15][CH:14]3[CH3:18])[CH2:9]2)[CH:5]=[CH:4][C:3]=1[NH2:19].[C:20]([C:28]1[CH:29]=[C:30]([C:33](O)=[O:34])[NH:31][CH:32]=1)(=[O:27])[C:21]1[CH:26]=[CH:25][CH:24]=[CH:23][CH:22]=1, predict the reaction product. (4) Given the reactants [C:1]([N:4]1[C:13]2[C:8](=[CH:9][C:10]([NH2:14])=[CH:11][CH:12]=2)[C:7]([C:16]2[CH:21]=[CH:20][CH:19]=[CH:18][CH:17]=2)([CH3:15])[CH2:6][C:5]1([CH3:23])[CH3:22])(=[O:3])[CH3:2].[Br:24][CH2:25][C:26](Cl)=[O:27].C(N(CC)C(C)C)(C)C, predict the reaction product. The product is: [C:1]([N:4]1[C:13]2[C:8](=[CH:9][C:10]([NH:14][C:26](=[O:27])[CH2:25][Br:24])=[CH:11][CH:12]=2)[C:7]([C:16]2[CH:21]=[CH:20][CH:19]=[CH:18][CH:17]=2)([CH3:15])[CH2:6][C:5]1([CH3:23])[CH3:22])(=[O:3])[CH3:2]. (5) Given the reactants [F:1][C:2]1[CH:7]=[CH:6][CH:5]=[CH:4][C:3]=1[N:8]1[C:12]([O:13][CH:14]([CH3:16])[CH3:15])=[CH:11][C:10]([C:17]([O:19]C)=[O:18])=[N:9]1, predict the reaction product. The product is: [F:1][C:2]1[CH:7]=[CH:6][CH:5]=[CH:4][C:3]=1[N:8]1[C:12]([O:13][CH:14]([CH3:16])[CH3:15])=[CH:11][C:10]([C:17]([OH:19])=[O:18])=[N:9]1. (6) The product is: [CH:46]([OH:47])=[O:62].[C:1]([C:5]1[CH:9]=[C:8]([NH:10][C:11]([NH:13][C@@H:14]2[C:23]3[C:18](=[CH:19][CH:20]=[CH:21][CH:22]=3)[C@H:17]([O:24][C:25]3[CH:26]=[CH:27][C:28]4[N:29]([C:31]([N:34]5[CH2:39][CH2:38][CH2:37][CH2:36][C@@H:35]5[CH3:40])=[N:32][N:33]=4)[CH:30]=3)[CH2:16][CH2:15]2)=[O:12])[N:7]([C:41]2[CH:54]=[CH:53][CH:52]=[C:43]([O:44][CH2:45][CH2:46][N:57]([CH2:55][CH3:56])[CH3:58])[CH:42]=2)[N:6]=1)([CH3:4])([CH3:3])[CH3:2]. Given the reactants [C:1]([C:5]1[CH:9]=[C:8]([NH:10][C:11]([NH:13][C@@H:14]2[C:23]3[C:18](=[CH:19][CH:20]=[CH:21][CH:22]=3)[C@H:17]([O:24][C:25]3[CH:26]=[CH:27][C:28]4[N:29]([C:31]([N:34]5[CH2:39][CH2:38][CH2:37][CH2:36][C@@H:35]5[CH3:40])=[N:32][N:33]=4)[CH:30]=3)[CH2:16][CH2:15]2)=[O:12])[N:7]([C:41]2[CH:42]=[C:43]([CH:52]=[CH:53][CH:54]=2)[O:44][CH2:45][CH2:46][O:47]S(C)(=O)=O)[N:6]=1)([CH3:4])([CH3:3])[CH3:2].[CH2:55]([NH:57][CH3:58])[CH3:56].C1C[O:62]CC1, predict the reaction product. (7) Given the reactants [C:1]([O:5][C:6](=[O:24])[CH2:7][CH2:8][CH2:9][CH2:10][CH2:11][CH2:12][CH2:13][CH2:14][CH2:15][CH2:16][CH2:17][CH2:18][CH2:19][CH2:20][C:21]([OH:23])=O)([CH3:4])([CH3:3])[CH3:2].ON1C2N=CC=CC=2N=N1.C(N(C(C)C)CC)(C)C.[C:44]([O:48][C:49]([CH2:51][CH2:52][NH:53][CH2:54][C:55]1[CH:63]=[CH:62][C:58]([C:59]([OH:61])=[O:60])=[CH:57][CH:56]=1)=[O:50])([CH3:47])([CH3:46])[CH3:45], predict the reaction product. The product is: [C:44]([O:48][C:49]([CH2:51][CH2:52][N:53]([CH2:54][C:55]1[CH:63]=[CH:62][C:58]([C:59]([OH:61])=[O:60])=[CH:57][CH:56]=1)[C:21](=[O:23])[CH2:20][CH2:19][CH2:18][CH2:17][CH2:16][CH2:15][CH2:14][CH2:13][CH2:12][CH2:11][CH2:10][CH2:9][CH2:8][CH2:7][C:6]([O:5][C:1]([CH3:2])([CH3:3])[CH3:4])=[O:24])=[O:50])([CH3:47])([CH3:45])[CH3:46].